Dataset: Catalyst prediction with 721,799 reactions and 888 catalyst types from USPTO. Task: Predict which catalyst facilitates the given reaction. (1) Reactant: O.O.Cl.[F:4][C:5]([F:16])([F:15])[C:6]1[CH:14]=[CH:13][C:9]([C:10]([NH2:12])=[NH:11])=[CH:8][CH:7]=1.C(O[CH:20]=[C:21]([CH3:24])[CH:22]=O)C.C[O-].[Na+]. Product: [CH3:24][C:21]1[CH:20]=[N:11][C:10]([C:9]2[CH:13]=[CH:14][C:6]([C:5]([F:15])([F:16])[F:4])=[CH:7][CH:8]=2)=[N:12][CH:22]=1. The catalyst class is: 5. (2) Reactant: [CH:1]1[C:10]2[C:5](=[CH:6][CH:7]=[CH:8][CH:9]=2)[CH:4]=[CH:3][N:2]=1.C1C=C(Cl)C=C(C(OO)=[O:19])C=1. Product: [CH:1]1[C:10]2[C:5](=[CH:6][CH:7]=[CH:8][CH:9]=2)[CH:4]=[CH:3][N+:2]=1[O-:19]. The catalyst class is: 22.